From a dataset of Catalyst prediction with 721,799 reactions and 888 catalyst types from USPTO. Predict which catalyst facilitates the given reaction. (1) Reactant: [Cl:1][C:2]1[CH:3]=[CH:4][C:5]2[N:6]([CH:8]=[C:9]([C:11]3[CH:16]=[CH:15][C:14]([CH2:17][CH3:18])=[C:13]([N+:19]([O-])=O)[CH:12]=3)[N:10]=2)[N:7]=1.CC(O)=O. Product: [Cl:1][C:2]1[CH:3]=[CH:4][C:5]2[N:6]([CH:8]=[C:9]([C:11]3[CH:16]=[CH:15][C:14]([CH2:17][CH3:18])=[C:13]([CH:12]=3)[NH2:19])[N:10]=2)[N:7]=1. The catalyst class is: 190. (2) Reactant: [CH2:1]([O:8][C@H:9]1[C@H:14]([O:15][CH2:16][C:17]2[CH:22]=[CH:21][CH:20]=[CH:19][CH:18]=2)[C@@H:13]([O:23][CH2:24][C:25]2[CH:30]=[CH:29][CH:28]=[CH:27][CH:26]=2)[C@@:12]([C:33]2[CH:38]=[CH:37][C:36]([Cl:39])=[C:35]([CH2:40][C:41]3[CH:42]=[CH:43][C:44]4[O:48][CH2:47][CH2:46][C:45]=4[CH:49]=3)[CH:34]=2)([O:31][CH3:32])[O:11][C@@H:10]1[CH:50]=[O:51])[C:2]1[CH:7]=[CH:6][CH:5]=[CH:4][CH:3]=1.[CH2:52]=[O:53].[OH-].[Na+]. Product: [CH2:1]([O:8][C@H:9]1[C@H:14]([O:15][CH2:16][C:17]2[CH:22]=[CH:21][CH:20]=[CH:19][CH:18]=2)[C@@H:13]([O:23][CH2:24][C:25]2[CH:30]=[CH:29][CH:28]=[CH:27][CH:26]=2)[C@@:12]([C:33]2[CH:38]=[CH:37][C:36]([Cl:39])=[C:35]([CH2:40][C:41]3[CH:42]=[CH:43][C:44]4[O:48][CH2:47][CH2:46][C:45]=4[CH:49]=3)[CH:34]=2)([O:31][CH3:32])[O:11][C@:10]1([CH2:52][OH:53])[CH:50]=[O:51])[C:2]1[CH:3]=[CH:4][CH:5]=[CH:6][CH:7]=1. The catalyst class is: 12. (3) Reactant: [Cl:1][C:2]1[CH:3]=[C:4]([NH:22][C:23](=[O:29])[CH2:24][C:25]([O:27]C)=[O:26])[CH:5]=[C:6]([Cl:21])[C:7]=1[O:8][C:9]1[CH:10]=[C:11]2[C:15](=[CH:16][CH:17]=1)[NH:14][CH:13]=[C:12]2[CH:18]([CH3:20])[CH3:19].[OH-].[Na+]. Product: [Cl:1][C:2]1[CH:3]=[C:4]([NH:22][C:23](=[O:29])[CH2:24][C:25]([OH:27])=[O:26])[CH:5]=[C:6]([Cl:21])[C:7]=1[O:8][C:9]1[CH:10]=[C:11]2[C:15](=[CH:16][CH:17]=1)[NH:14][CH:13]=[C:12]2[CH:18]([CH3:20])[CH3:19]. The catalyst class is: 8. (4) Reactant: [Cl:1][C:2]1[N:7]=[C:6]([O:8][C:9]2[CH:14]=[CH:13][CH:12]=[CH:11][C:10]=2[NH2:15])[C:5]([Cl:16])=[CH:4][N:3]=1.C(N(C(C)C)CC)(C)C.[CH:26]1([C:29](Cl)=[O:30])[CH2:28][CH2:27]1. Product: [Cl:1][C:2]1[N:7]=[C:6]([O:8][C:9]2[CH:14]=[CH:13][CH:12]=[CH:11][C:10]=2[NH:15][C:29]([CH:26]2[CH2:28][CH2:27]2)=[O:30])[C:5]([Cl:16])=[CH:4][N:3]=1. The catalyst class is: 4. (5) Reactant: [N+:1]([C:4]1[CH:5]=[C:6]([CH:19]=[CH:20][CH:21]=1)[C:7]([NH:9][CH2:10][C:11]1[CH:16]=[CH:15][CH:14]=[C:13]([O:17][CH3:18])[CH:12]=1)=[O:8])([O-])=O.O.C([O-])(O)=O.[Na+]. Product: [NH2:1][C:4]1[CH:5]=[C:6]([CH:19]=[CH:20][CH:21]=1)[C:7]([NH:9][CH2:10][C:11]1[CH:16]=[CH:15][CH:14]=[C:13]([O:17][CH3:18])[CH:12]=1)=[O:8]. The catalyst class is: 25. (6) Reactant: [C:1]([O:4][C@H:5]([C:8]#[C:9][C:10]#[C:11][C@H:12]([NH2:22])[CH2:13][CH2:14][CH2:15][CH2:16][CH2:17][CH2:18][CH2:19][CH2:20][CH3:21])[CH:6]=[CH2:7])(=[O:3])[CH3:2].[CH:23](=O)[CH2:24][CH2:25][CH3:26].[BH4-].[Na+]. Product: [C:1]([O:4][C@H:5]([C:8]#[C:9][C:10]#[C:11][C@H:12]([NH:22][CH2:23][CH2:24][CH2:25][CH3:26])[CH2:13][CH2:14][CH2:15][CH2:16][CH2:17][CH2:18][CH2:19][CH2:20][CH3:21])[CH:6]=[CH2:7])(=[O:3])[CH3:2]. The catalyst class is: 191. (7) Reactant: [CH2:1](O)[C:2]#[CH:3].[C:5]([OH:11])(=[O:10])[C:6]([CH3:9])([CH3:8])[CH3:7].OS(O)(=O)=O.C(OCC#C)(=O)C. Product: [C:5]([O:11][CH2:3][C:2]#[CH:1])(=[O:10])[C:6]([CH3:9])([CH3:8])[CH3:7]. The catalyst class is: 6. (8) Reactant: [Cl:1][C:2]1[CH:3]=[C:4]([C@@:9]2([CH2:15][CH2:16][OH:17])[O:14][CH2:13][CH2:12][NH:11][CH2:10]2)[CH:5]=[CH:6][C:7]=1[Cl:8].C(N(CC)CC)C.[F:25][C:26]([F:41])([F:40])[C:27]1[CH:28]=[C:29]([CH:33]=[C:34]([C:36]([F:39])([F:38])[F:37])[CH:35]=1)[C:30](Cl)=[O:31].O. Product: [Cl:1][C:2]1[CH:3]=[C:4]([C@@:9]2([CH2:15][CH2:16][OH:17])[O:14][CH2:13][CH2:12][N:11]([C:30](=[O:31])[C:29]3[CH:33]=[C:34]([C:36]([F:37])([F:38])[F:39])[CH:35]=[C:27]([C:26]([F:25])([F:40])[F:41])[CH:28]=3)[CH2:10]2)[CH:5]=[CH:6][C:7]=1[Cl:8]. The catalyst class is: 172.